From a dataset of Full USPTO retrosynthesis dataset with 1.9M reactions from patents (1976-2016). Predict the reactants needed to synthesize the given product. (1) Given the product [OH:8][C:5]1[CH:6]=[CH:7][C:2]([S:1][CH2:16][C:17]([O:19][CH2:20][CH3:21])=[O:18])=[CH:3][CH:4]=1, predict the reactants needed to synthesize it. The reactants are: [SH:1][C:2]1[CH:7]=[CH:6][C:5]([OH:8])=[CH:4][CH:3]=1.C(=O)([O-])[O-].[Cs+].[Cs+].Br[CH2:16][C:17]([O:19][CH2:20][CH3:21])=[O:18]. (2) The reactants are: [NH:1]1[CH2:4][CH:3]([O:5][C:6]2[CH:17]=[CH:16][C:9]([CH2:10][N:11]3[CH2:15][CH2:14][CH2:13][CH2:12]3)=[C:8]([F:18])[CH:7]=2)[CH2:2]1.[C:19]1([C:25]2[O:29][C:28]([C:30](OCC)=[O:31])=[N:27][N:26]=2)[CH:24]=[CH:23][CH:22]=[CH:21][CH:20]=1. Given the product [F:18][C:8]1[CH:7]=[C:6]([CH:17]=[CH:16][C:9]=1[CH2:10][N:11]1[CH2:15][CH2:14][CH2:13][CH2:12]1)[O:5][CH:3]1[CH2:4][N:1]([C:30]([C:28]2[O:29][C:25]([C:19]3[CH:20]=[CH:21][CH:22]=[CH:23][CH:24]=3)=[N:26][N:27]=2)=[O:31])[CH2:2]1, predict the reactants needed to synthesize it. (3) Given the product [CH2:40]([C:32]1[N:31]([C:20]2[N:19]=[C:18]3[C:23]([N:24]=[C:16]([C:14]([CH:11]4[CH2:10][CH2:9][NH:8][CH2:13][CH2:12]4)=[O:15])[N:17]3[CH3:42])=[C:22]([N:25]3[CH2:26][CH2:27][O:28][CH2:29][CH2:30]3)[N:21]=2)[C:35]2[CH:36]=[CH:37][CH:38]=[CH:39][C:34]=2[N:33]=1)[CH3:41], predict the reactants needed to synthesize it. The reactants are: C(OC([N:8]1[CH2:13][CH2:12][CH:11]([C:14]([C:16]2[N:17]([CH3:42])[C:18]3[C:23]([N:24]=2)=[C:22]([N:25]2[CH2:30][CH2:29][O:28][CH2:27][CH2:26]2)[N:21]=[C:20]([N:31]2[C:35]4[CH:36]=[CH:37][CH:38]=[CH:39][C:34]=4[N:33]=[C:32]2[CH2:40][CH3:41])[N:19]=3)=[O:15])[CH2:10][CH2:9]1)=O)(C)(C)C.C(O)(C(F)(F)F)=O. (4) Given the product [CH2:13]([C:17]1[N:18]=[C:19]([CH3:49])[N:20]([C:40]2[CH:45]=[CH:44][CH:43]=[C:42]([CH:46]([OH:48])[CH3:47])[CH:41]=2)[C:21](=[O:39])[C:22]=1[CH2:23][C:24]1[CH:29]=[CH:28][C:27]([C:30]2[CH:35]=[CH:34][CH:33]=[CH:32][C:31]=2[C:36]2[NH:3][C:4](=[O:7])[O:5][N:37]=2)=[CH:26][C:25]=1[F:38])[CH2:14][CH2:15][CH3:16], predict the reactants needed to synthesize it. The reactants are: [Cl-].O[NH3+:3].[C:4](=[O:7])([O-])[OH:5].[Na+].CS(C)=O.[CH2:13]([C:17]1[N:18]=[C:19]([CH3:49])[N:20]([C:40]2[CH:45]=[CH:44][CH:43]=[C:42]([CH:46]([OH:48])[CH3:47])[CH:41]=2)[C:21](=[O:39])[C:22]=1[CH2:23][C:24]1[CH:29]=[CH:28][C:27]([C:30]2[C:31]([C:36]#[N:37])=[CH:32][CH:33]=[CH:34][CH:35]=2)=[CH:26][C:25]=1[F:38])[CH2:14][CH2:15][CH3:16].